This data is from Forward reaction prediction with 1.9M reactions from USPTO patents (1976-2016). The task is: Predict the product of the given reaction. Given the reactants [NH2:1][C:2]1[N:7]=[CH:6][C:5]([C:8]2[CH:16]=[CH:15][C:11]([C:12](O)=[O:13])=[CH:10][CH:9]=2)=[CH:4][C:3]=1[C:17](=[O:25])[NH:18][C:19]1[CH:24]=[CH:23][N:22]=[CH:21][CH:20]=1.[NH3:26], predict the reaction product. The product is: [NH2:1][C:2]1[N:7]=[CH:6][C:5]([C:8]2[CH:16]=[CH:15][C:11]([C:12](=[O:13])[NH2:26])=[CH:10][CH:9]=2)=[CH:4][C:3]=1[C:17]([NH:18][C:19]1[CH:24]=[CH:23][N:22]=[CH:21][CH:20]=1)=[O:25].